From a dataset of Reaction yield outcomes from USPTO patents with 853,638 reactions. Predict the reaction yield, written as a fraction of the theoretical maximum amount of product (1.0 means a 100% yield; for example, 0.34 means a 34% yield). The product is [NH2:8][C:9]1[CH:10]=[N:11][CH:12]=[CH:13][C:14]=1[C@@H:15]1[CH2:16][C@H:17]([CH3:31])[C@H:18]([N:29]([CH3:30])[C:42](=[O:43])[O:44][CH3:45])[C@H:19]([NH:21][C:22]([O:23][C:24]([CH3:27])([CH3:25])[CH3:26])=[O:28])[CH2:20]1. The reactants are C(OC([NH:8][C:9]1[CH:10]=[N:11][CH:12]=[CH:13][C:14]=1[C@H:15]1[CH2:20][C@@H:19]([NH:21][C:22](=[O:28])[O:23][C:24]([CH3:27])([CH3:26])[CH3:25])[C@@H:18]([NH:29][CH3:30])[C@@H:17]([CH3:31])[CH2:16]1)=O)(C)(C)C.CCN(C(C)C)C(C)C.Cl[C:42]([O:44][CH3:45])=[O:43].Cl.O1CCOCC1.C(=O)(ON1C(=O)CCC1=O)OC(C)(C)C. The catalyst is C(Cl)Cl. The yield is 0.200.